Dataset: NCI-60 drug combinations with 297,098 pairs across 59 cell lines. Task: Regression. Given two drug SMILES strings and cell line genomic features, predict the synergy score measuring deviation from expected non-interaction effect. (1) Drug 1: C1CCC(C1)C(CC#N)N2C=C(C=N2)C3=C4C=CNC4=NC=N3. Drug 2: C1=NC2=C(N=C(N=C2N1C3C(C(C(O3)CO)O)O)F)N. Cell line: HT29. Synergy scores: CSS=-1.31, Synergy_ZIP=3.72, Synergy_Bliss=4.54, Synergy_Loewe=0.915, Synergy_HSA=-0.895. (2) Drug 1: CC12CCC3C(C1CCC2O)C(CC4=C3C=CC(=C4)O)CCCCCCCCCS(=O)CCCC(C(F)(F)F)(F)F. Drug 2: C1=NC2=C(N=C(N=C2N1C3C(C(C(O3)CO)O)F)Cl)N. Cell line: OVCAR3. Synergy scores: CSS=1.70, Synergy_ZIP=1.89, Synergy_Bliss=0.763, Synergy_Loewe=-2.53, Synergy_HSA=-5.78. (3) Drug 1: C1=CC(=CC=C1CCC2=CNC3=C2C(=O)NC(=N3)N)C(=O)NC(CCC(=O)O)C(=O)O. Drug 2: CS(=O)(=O)OCCCCOS(=O)(=O)C. Cell line: LOX IMVI. Synergy scores: CSS=40.4, Synergy_ZIP=-2.71, Synergy_Bliss=-4.46, Synergy_Loewe=-3.79, Synergy_HSA=-1.74. (4) Drug 1: CCN(CC)CCCC(C)NC1=C2C=C(C=CC2=NC3=C1C=CC(=C3)Cl)OC. Drug 2: C(CN)CNCCSP(=O)(O)O. Cell line: A549. Synergy scores: CSS=7.69, Synergy_ZIP=-1.52, Synergy_Bliss=2.90, Synergy_Loewe=2.51, Synergy_HSA=3.29.